This data is from Full USPTO retrosynthesis dataset with 1.9M reactions from patents (1976-2016). The task is: Predict the reactants needed to synthesize the given product. Given the product [Br:7][C:8]1[CH:16]=[CH:15][C:11]([CH2:12][OH:13])=[C:10]([O:17][CH:18]2[CH2:19][CH2:20][CH2:21][CH2:22][CH2:23]2)[CH:9]=1, predict the reactants needed to synthesize it. The reactants are: [H-].[Al+3].[Li+].[H-].[H-].[H-].[Br:7][C:8]1[CH:16]=[CH:15][C:11]([C:12](O)=[O:13])=[C:10]([O:17][CH:18]2[CH2:23][CH2:22][CH2:21][CH2:20][CH2:19]2)[CH:9]=1.Cl.